Dataset: Catalyst prediction with 721,799 reactions and 888 catalyst types from USPTO. Task: Predict which catalyst facilitates the given reaction. (1) Reactant: [CH3:1][N:2]([CH2:30][CH2:31][C:32]1[CH:37]=[CH:36][CH:35]=[CH:34][CH:33]=1)[C:3]([C:5]1[S:6][C:7]([CH2:10][N:11]2[CH2:15][C:14](=[O:16])[N:13](CC3C=CC(OC)=CC=3OC)[S:12]2(=[O:29])=[O:28])=[CH:8][CH:9]=1)=[O:4]. Product: [CH3:1][N:2]([CH2:30][CH2:31][C:32]1[CH:37]=[CH:36][CH:35]=[CH:34][CH:33]=1)[C:3]([C:5]1[S:6][C:7]([CH2:10][N:11]2[CH2:15][C:14](=[O:16])[NH:13][S:12]2(=[O:28])=[O:29])=[CH:8][CH:9]=1)=[O:4]. The catalyst class is: 2. (2) Reactant: [O:1]=[C:2]1[N:8]([CH:9]2[CH2:14][CH2:13][N:12]([C:15]([O:17][C@H:18]([CH2:33][C:34]3[CH:39]=[C:38]([C:40]([F:43])([F:42])[F:41])[C:37]([NH2:44])=[C:36]([Cl:45])[CH:35]=3)[C:19](=[O:32])[N:20]3[CH2:25][CH2:24][N:23]([CH:26]4[CH2:31][CH2:30][NH:29][CH2:28][CH2:27]4)[CH2:22][CH2:21]3)=[O:16])[CH2:11][CH2:10]2)[CH2:7][CH2:6][C:5]2[CH:46]=[CH:47][CH:48]=[CH:49][C:4]=2[NH:3]1.C([O-])([O-])=O.[K+].[K+].Br[CH:57]([CH3:63])[C:58]([O:60][CH2:61][CH3:62])=[O:59]. Product: [O:1]=[C:2]1[N:8]([CH:9]2[CH2:14][CH2:13][N:12]([C:15]([O:17][C@H:18]([CH2:33][C:34]3[CH:39]=[C:38]([C:40]([F:41])([F:43])[F:42])[C:37]([NH2:44])=[C:36]([Cl:45])[CH:35]=3)[C:19]([N:20]3[CH2:21][CH2:22][N:23]([CH:26]4[CH2:31][CH2:30][N:29]([CH:57]([C:58]([O:60][CH2:61][CH3:62])=[O:59])[CH3:63])[CH2:28][CH2:27]4)[CH2:24][CH2:25]3)=[O:32])=[O:16])[CH2:11][CH2:10]2)[CH2:7][CH2:6][C:5]2[CH:46]=[CH:47][CH:48]=[CH:49][C:4]=2[NH:3]1. The catalyst class is: 3.